From a dataset of Full USPTO retrosynthesis dataset with 1.9M reactions from patents (1976-2016). Predict the reactants needed to synthesize the given product. Given the product [C:9]1([C:30]2[CH:35]=[CH:34][CH:33]=[CH:32][CH:31]=2)[CH:10]=[CH:11][C:12]([CH2:15][CH:16]2[C:25]3[C:20](=[CH:21][C:22]([O:28][CH3:29])=[C:23]([O:26][CH3:27])[CH:24]=3)[CH2:19][CH2:18][NH:17]2)=[CH:13][CH:14]=1, predict the reactants needed to synthesize it. The reactants are: [OH-].[Na+].C(O)(=O)C(O)=O.[C:9]1([C:30]2[CH:35]=[CH:34][CH:33]=[CH:32][CH:31]=2)[CH:14]=[CH:13][C:12]([CH2:15][CH:16]2[C:25]3[C:20](=[CH:21][C:22]([O:28][CH3:29])=[C:23]([O:26][CH3:27])[CH:24]=3)[CH2:19][CH2:18][NH:17]2)=[CH:11][CH:10]=1.